The task is: Predict the product of the given reaction.. This data is from Forward reaction prediction with 1.9M reactions from USPTO patents (1976-2016). Given the reactants [C:1]([O:5][C:6]([N:8]1[CH2:13][CH2:12][C:11]2[N:14]([CH2:25][CH2:26][O:27][CH:28]3[CH2:33][CH2:32][CH2:31][CH2:30][O:29]3)[C:15]([C:17]3[C:22](I)=[CH:21][N:20]=[C:19]([NH2:24])[N:18]=3)=[CH:16][C:10]=2[C:9]1=[O:34])=[O:7])([CH3:4])([CH3:3])[CH3:2].[Cl:35][C:36]1[CH:41]=[CH:40][C:39]([NH:42][C:43](=[O:53])[CH2:44][C:45]2[CH:50]=[CH:49][CH:48]=[C:47]([C:51]#[CH:52])[CH:46]=2)=[CH:38][C:37]=1[C:54]([F:57])([F:56])[F:55], predict the reaction product. The product is: [C:1]([O:5][C:6]([N:8]1[CH2:13][CH2:12][C:11]2[N:14]([CH2:25][CH2:26][O:27][CH:28]3[CH2:33][CH2:32][CH2:31][CH2:30][O:29]3)[C:15]([C:17]3[C:22]([C:52]#[C:51][C:47]4[CH:48]=[CH:49][CH:50]=[C:45]([CH2:44][C:43](=[O:53])[NH:42][C:39]5[CH:40]=[CH:41][C:36]([Cl:35])=[C:37]([C:54]([F:57])([F:55])[F:56])[CH:38]=5)[CH:46]=4)=[CH:21][N:20]=[C:19]([NH2:24])[N:18]=3)=[CH:16][C:10]=2[C:9]1=[O:34])=[O:7])([CH3:4])([CH3:3])[CH3:2].